Dataset: Peptide-MHC class I binding affinity with 185,985 pairs from IEDB/IMGT. Task: Regression. Given a peptide amino acid sequence and an MHC pseudo amino acid sequence, predict their binding affinity value. This is MHC class I binding data. (1) The peptide sequence is ELVRKTRFL. The MHC is HLA-B08:02 with pseudo-sequence HLA-B08:02. The binding affinity (normalized) is 0.198. (2) The binding affinity (normalized) is 0.112. The peptide sequence is AGPLCIRM. The MHC is Mamu-A02 with pseudo-sequence Mamu-A02. (3) The peptide sequence is DIPTFNSLNT. The MHC is HLA-A02:06 with pseudo-sequence HLA-A02:06. The binding affinity (normalized) is 0.647.